Dataset: Forward reaction prediction with 1.9M reactions from USPTO patents (1976-2016). Task: Predict the product of the given reaction. (1) Given the reactants C([Si](C)(C)[O:6][C:7]([C:16]1[CH:21]=[CH:20][C:19]([CH:22]([S:24]([C:27]2[CH:32]=[CH:31][CH:30]=[CH:29][CH:28]=2)(=[O:26])=[O:25])[CH3:23])=[CH:18][CH:17]=1)([C:12]([F:15])([F:14])[F:13])[C:8]([F:11])([F:10])[F:9])(C)(C)C.[F-].C([N+](CCCC)(CCCC)CCCC)CCC.C1C[O:56]CC1, predict the reaction product. The product is: [C:7]([OH:6])([C:12]([F:15])([F:14])[F:13])=[O:56].[F:11][C:8]([F:9])([F:10])[C:7]([C:16]1[CH:17]=[CH:18][C:19]([CH:22]([S:24]([C:27]2[CH:32]=[CH:31][CH:30]=[CH:29][CH:28]=2)(=[O:25])=[O:26])[CH3:23])=[CH:20][CH:21]=1)([OH:6])[C:12]([F:15])([F:14])[F:13]. (2) Given the reactants [N+:1]([C:4]1[CH:5]=[C:6]([CH:10]=[CH:11][C:12]=1[O:13][C:14]([F:17])([F:16])[F:15])[C:7]([OH:9])=[O:8])([O-])=O, predict the reaction product. The product is: [NH2:1][C:4]1[CH:5]=[C:6]([CH:10]=[CH:11][C:12]=1[O:13][C:14]([F:15])([F:16])[F:17])[C:7]([OH:9])=[O:8]. (3) Given the reactants [CH2:1]([O:3][C:4]([C:6]1[S:16][C:9]2[N:10]=[C:11]([NH2:15])[N:12]=[C:13](Cl)[C:8]=2[CH:7]=1)=[O:5])[CH3:2].C[C:18]([N:20](C)C)=O, predict the reaction product. The product is: [CH2:1]([O:3][C:4]([C:6]1[S:16][C:9]2[N:10]=[C:11]([NH2:15])[N:12]=[C:13]([C:18]#[N:20])[C:8]=2[CH:7]=1)=[O:5])[CH3:2]. (4) Given the reactants COC1C=C(NC2C3N(N=CN=3)C(C3C=NNC=3)=CN=2)C=CC=1C(NCC1C=NC(C)=CC=1)=O.Br[C:36]1[N:41]2[N:42]=[CH:43][N:44]=[C:40]2[C:39]([NH:45][C:46]2[CH:47]=[CH:48][C:49]([NH:52][C:53](=[O:61])[CH2:54][C:55]3[CH:60]=[CH:59][CH:58]=[CH:57][CH:56]=3)=[N:50][CH:51]=2)=[N:38][CH:37]=1.[NH2:62][C:63]([C:65]1[S:66][CH:67]=[C:68](B(O)O)[CH:69]=1)=[O:64], predict the reaction product. The product is: [C:55]1([CH2:54][C:53]([NH:52][C:49]2[N:50]=[CH:51][C:46]([NH:45][C:39]3[C:40]4[N:41]([N:42]=[CH:43][N:44]=4)[C:36]([C:68]4[CH:69]=[C:65]([C:63]([NH2:62])=[O:64])[S:66][CH:67]=4)=[CH:37][N:38]=3)=[CH:47][CH:48]=2)=[O:61])[CH:60]=[CH:59][CH:58]=[CH:57][CH:56]=1. (5) Given the reactants [CH3:1][N:2]1[C:7](=[O:8])[C:6]2[C:9]([C:30]3[CH:35]=[CH:34][CH:33]=[CH:32][CH:31]=3)=[C:10]([C:12]3[CH:17]=[CH:16][C:15]([C:18]4([NH:22][C:23](=[O:29])[O:24][C:25]([CH3:28])([CH3:27])[CH3:26])[CH2:21][CH2:20][CH2:19]4)=[CH:14][CH:13]=3)[O:11][C:5]=2[N:4]=[C:3]1S(C)(=O)=O.[CH3:40][NH2:41], predict the reaction product. The product is: [CH3:1][N:2]1[C:7](=[O:8])[C:6]2[C:9]([C:30]3[CH:35]=[CH:34][CH:33]=[CH:32][CH:31]=3)=[C:10]([C:12]3[CH:17]=[CH:16][C:15]([C:18]4([NH:22][C:23](=[O:29])[O:24][C:25]([CH3:28])([CH3:27])[CH3:26])[CH2:21][CH2:20][CH2:19]4)=[CH:14][CH:13]=3)[O:11][C:5]=2[N:4]=[C:3]1[NH:41][CH3:40].